From a dataset of Experimentally validated miRNA-target interactions with 360,000+ pairs, plus equal number of negative samples. Binary Classification. Given a miRNA mature sequence and a target amino acid sequence, predict their likelihood of interaction. The miRNA is mmu-miR-200c-5p with sequence CGUCUUACCCAGCAGUGUUUGG. The protein sequence of the target gene is MIPVSLLVVVVGGWTAVYLADLVLKSSVYFKHSYEDWLENNGLSISPFHIRWQTSIFNRAFYSWGRRKARMLYQWFNFGMVFGVIAMFSSFFLLGKTLMQTLAQMMADSPSPYSSSSSSSSSSSSSSSSSSSLHNEQVLQVVVPGINLPVNQLTYFFAAVLISGVVHEIGHGIAAIREQVRFNGFGIFLFIIYPGAFVDLFTTHLQLISPVQQLRIFCAGIWHNFVLALLGILALVLLPVILLPFYYTGVGVLITEVAEDSPAIGPRGLFVGDLVTHLQDCPVTNVQDWNECLDTIAYEP.... Result: 0 (no interaction).